Dataset: Catalyst prediction with 721,799 reactions and 888 catalyst types from USPTO. Task: Predict which catalyst facilitates the given reaction. (1) Reactant: [CH3:1][O:2][C:3]1[CH:17]=[CH:16][C:6]([CH2:7][O:8][C:9]2[C:14](=[O:15])[CH:13]=[CH:12][NH:11][CH:10]=2)=[CH:5][CH:4]=1.[Br:18][C:19]1[CH:24]=[CH:23][CH:22]=[C:21](Br)[N:20]=1.C([O-])([O-])=O.[K+].[K+]. Product: [Br:18][C:19]1[N:20]=[C:21]([N:11]2[CH:12]=[CH:13][C:14](=[O:15])[C:9]([O:8][CH2:7][C:6]3[CH:5]=[CH:4][C:3]([O:2][CH3:1])=[CH:17][CH:16]=3)=[CH:10]2)[CH:22]=[CH:23][CH:24]=1. The catalyst class is: 16. (2) Reactant: [C:1]([O:5][C:6]([CH3:9])([CH3:8])[CH3:7])(=[O:4])[CH:2]=[CH2:3].[CH3:10][O:11][CH2:12][CH2:13][NH2:14]. Product: [CH3:10][O:11][CH2:12][CH2:13][NH:14][CH2:3][CH2:2][C:1]([O:5][C:6]([CH3:9])([CH3:8])[CH3:7])=[O:4]. The catalyst class is: 5.